Dataset: Reaction yield outcomes from USPTO patents with 853,638 reactions. Task: Predict the reaction yield, written as a fraction of the theoretical maximum amount of product (1.0 means a 100% yield; for example, 0.34 means a 34% yield). (1) The reactants are [F:1][C:2]1[CH:3]=[C:4]([CH:9]2[N:14]([C:15]([O:17]C3C=CC([N+]([O-])=O)=CC=3)=O)[C:13]([O:27][CH3:28])=[N:12][C:11]([CH2:29][CH3:30])=[C:10]2[C:31]([O:33][CH2:34][C:35]2[CH:40]=[CH:39][CH:38]=[CH:37][CH:36]=2)=[O:32])[CH:5]=[CH:6][C:7]=1[F:8]. The catalyst is C1COCC1. The product is [F:1][C:2]1[CH:3]=[C:4]([CH:9]2[N:14]([C:15]([NH:14][C@@H:9]([C:4]3[CH:5]=[CH:6][CH:7]=[CH:2][CH:3]=3)[CH3:10])=[O:17])[C:13]([O:27][CH3:28])=[N:12][C:11]([CH2:29][CH3:30])=[C:10]2[C:31]([O:33][CH2:34][C:35]2[CH:36]=[CH:37][CH:38]=[CH:39][CH:40]=2)=[O:32])[CH:5]=[CH:6][C:7]=1[F:8]. The yield is 0.600. (2) The reactants are [CH:1]12[CH:12]=[CH:11][CH:7]([CH:8]3[CH:10]1[CH2:9]3)[CH:6]1[CH:2]2[C:3](=[O:14])[O:4][C:5]1=[O:13].[CH3:15][OH:16]. No catalyst specified. The product is [CH3:15][O:16][C:3]([CH:2]1[CH:1]2[CH:12]=[CH:11][CH:7]([CH:8]3[CH:10]2[CH2:9]3)[CH:6]1[C:5]([OH:4])=[O:13])=[O:14]. The yield is 0.950. (3) The reactants are [NH:1]1[CH2:6][CH2:5][CH2:4][CH2:3][CH2:2]1.[Br:7][C:8]1[CH:13]=[CH:12][C:11]([C:14]2[O:15][C:16]([CH3:26])=[C:17]([CH2:19][CH2:20]OS(C)(=O)=O)[N:18]=2)=[CH:10][CH:9]=1. The catalyst is C1COCC1. The product is [Br:7][C:8]1[CH:9]=[CH:10][C:11]([C:14]2[O:15][C:16]([CH3:26])=[C:17]([CH2:19][CH2:20][N:1]3[CH2:6][CH2:5][CH2:4][CH2:3][CH2:2]3)[N:18]=2)=[CH:12][CH:13]=1. The yield is 0.750. (4) The reactants are [Cl:1][C:2]1[CH:11]=[CH:10][C:9]2[CH2:8][N:7](C(OC(C)(C)C)=O)[CH2:6][CH2:5][C:4]=2[N:3]=1.[F:19][C:20]1[CH:25]=[CH:24][C:23](B(O)O)=[CH:22][CH:21]=1. No catalyst specified. The product is [ClH:1].[ClH:1].[F:19][C:20]1[CH:25]=[CH:24][C:23]([C:2]2[CH:11]=[CH:10][C:9]3[CH2:8][NH:7][CH2:6][CH2:5][C:4]=3[N:3]=2)=[CH:22][CH:21]=1. The yield is 0.850. (5) The reactants are [BH4-].[Na+].[CH3:3][N:4]1[C@@H:9]2[C@@H:10]3[O:12][C@H:11]3[C@H:5]1[CH2:6][C@@H:7]([O:13]C([C@@H](C1C=CC=CC=1)CO)=O)[CH2:8]2.Cl. The catalyst is C(O)C.C(OCC)C. The product is [CH3:3][N:4]1[CH:9]2[CH2:8][CH:7]([OH:13])[CH2:6][CH:5]1[CH:11]1[CH:10]2[O:12]1. The yield is 0.500. (6) The reactants are [OH:1][C:2]1[CH:14]=[CH:13][C:5]([O:6][CH2:7][C:8]([O:10][CH2:11][CH3:12])=[O:9])=[CH:4][CH:3]=1.[CH3:15][O:16]/[N:17]=[C:18](/[C:29]1[CH:34]=[CH:33][CH:32]=[CH:31][CH:30]=1)\[CH2:19][O:20][C:21]1[CH:26]=[CH:25][C:24]([CH2:27]O)=[CH:23][CH:22]=1.C(P(CCCC)CCCC)CCC. The catalyst is C1(C)C=CC=CC=1. The product is [CH3:15][O:16]/[N:17]=[C:18](/[C:29]1[CH:34]=[CH:33][CH:32]=[CH:31][CH:30]=1)\[CH2:19][O:20][C:21]1[CH:26]=[CH:25][C:24]([CH2:27][O:1][C:2]2[CH:3]=[CH:4][C:5]([O:6][CH2:7][C:8]([O:10][CH2:11][CH3:12])=[O:9])=[CH:13][CH:14]=2)=[CH:23][CH:22]=1. The yield is 0.283. (7) The reactants are Cl.[Cl:2][C:3]1[CH:8]=[CH:7][C:6]([C@@H:9]([CH:14]2[CH2:16][CH2:15]2)[CH2:10][C:11]([OH:13])=[O:12])=[CH:5][CH:4]=1.[CH3:17]O. No catalyst specified. The product is [Cl:2][C:3]1[CH:4]=[CH:5][C:6]([C@@H:9]([CH:14]2[CH2:15][CH2:16]2)[CH2:10][C:11]([O:13][CH3:17])=[O:12])=[CH:7][CH:8]=1. The yield is 0.840. (8) The reactants are [Cl:1][C:2]1[CH:7]=[CH:6][CH:5]=[CH:4][C:3]=1[CH:8]=[CH:9][CH2:10][C:11]1([CH2:19][C:20]#[C:21][C:22](=[O:24])[CH3:23])[CH2:16][O:15][C:14]([CH3:18])([CH3:17])[O:13][CH2:12]1.CCOC(C)=O.CCCCCC. The catalyst is ClC1C=CC=CC=1Cl. The product is [Cl:1][C:2]1[CH:7]=[CH:6][CH:5]=[C:4]2[C:3]=1[CH:8]=[C:9]1[CH2:10][C:11]3([CH2:12][O:13][C:14]([CH3:18])([CH3:17])[O:15][CH2:16]3)[CH2:19][C:20]1=[C:21]2[C:22](=[O:24])[CH3:23]. The yield is 0.850.